This data is from Retrosynthesis with 50K atom-mapped reactions and 10 reaction types from USPTO. The task is: Predict the reactants needed to synthesize the given product. (1) Given the product CC(C=O)COC1CCCCO1, predict the reactants needed to synthesize it. The reactants are: CC(CO)COC1CCCCO1. (2) Given the product CC1Cc2ccccc2N1C(=O)c1cc(Cl)c(OCc2ccccc2)c(Cl)c1, predict the reactants needed to synthesize it. The reactants are: CC1Cc2ccccc2N1.O=C(Cl)c1cc(Cl)c(OCc2ccccc2)c(Cl)c1. (3) Given the product COc1ccc(CN(c2nc(Nc3cc(C#N)cc(C4CCCC(=O)C4)c3Cl)nn3c(C#N)cnc23)C2CC2)cc1, predict the reactants needed to synthesize it. The reactants are: COc1ccc(CN(c2nc(Cl)nn3c(C#N)cnc23)C2CC2)cc1.N#Cc1cc(N)c(Cl)c(C2CCCC(=O)C2)c1. (4) The reactants are: CS(=O)(=O)Cl.OCC1CCCC1. Given the product CS(=O)(=O)OCC1CCCC1, predict the reactants needed to synthesize it. (5) Given the product C[C@]1(COC(=O)c2ccccc2)C=CCCCO1, predict the reactants needed to synthesize it. The reactants are: C=CCCCO[C@](C)(C=C)COC(=O)c1ccccc1. (6) Given the product Cc1cc(-c2cccc(F)c2)cc(CNc2c(C)ccc(O)c2C)c1C, predict the reactants needed to synthesize it. The reactants are: Cc1cc(-c2cccc(F)c2)cc(C(=O)Nc2c(C)ccc(O)c2C)c1C. (7) Given the product CCOC(=O)c1cccc(NS(=O)(=O)c2ccc3ccccc3c2)c1, predict the reactants needed to synthesize it. The reactants are: CCOC(=O)c1cccc(N)c1.O=S(=O)(Cl)c1ccc2ccccc2c1. (8) Given the product Cc1ccc(NC(=O)c2cccc(C(C)(C)C#N)c2)cc1NC(=O)c1cccc(N(C)C)n1, predict the reactants needed to synthesize it. The reactants are: CNC.Cc1ccc(NC(=O)c2cccc(C(C)(C)C#N)c2)cc1NC(=O)c1cccc(Br)n1.